This data is from Peptide-MHC class I binding affinity with 185,985 pairs from IEDB/IMGT. The task is: Regression. Given a peptide amino acid sequence and an MHC pseudo amino acid sequence, predict their binding affinity value. This is MHC class I binding data. The peptide sequence is VVRVRRELL. The MHC is HLA-B18:01 with pseudo-sequence HLA-B18:01. The binding affinity (normalized) is 0.0847.